This data is from Full USPTO retrosynthesis dataset with 1.9M reactions from patents (1976-2016). The task is: Predict the reactants needed to synthesize the given product. (1) Given the product [NH2:11][C@H:12]1[CH2:16][CH2:15][N:14]([C@H:17]2[CH2:22][CH2:21][C@@H:20]([N:23]([CH:25]([CH3:27])[CH3:26])[CH3:24])[CH2:19][C@@H:18]2[C:28]([O:30][CH2:31][CH3:32])=[O:29])[C:13]1=[O:33], predict the reactants needed to synthesize it. The reactants are: C(OC([NH:11][C@H:12]1[CH2:16][CH2:15][N:14]([C@H:17]2[CH2:22][CH2:21][C@@H:20]([N:23]([CH:25]([CH3:27])[CH3:26])[CH3:24])[CH2:19][C@@H:18]2[C:28]([O:30][CH2:31][CH3:32])=[O:29])[C:13]1=[O:33])=O)C1C=CC=CC=1. (2) Given the product [F:1][C:2]1[CH:3]=[C:4]([C:12]([OH:15])([CH3:14])[CH3:13])[CH:5]=[CH:6][C:7]=1[CH2:8][CH:9]=[O:10], predict the reactants needed to synthesize it. The reactants are: [F:1][C:2]1[CH:3]=[C:4]([C:12]([OH:15])([CH3:14])[CH3:13])[CH:5]=[CH:6][C:7]=1[CH:8]=[CH:9][O:10]C.Cl. (3) Given the product [S:20]([C:17]1[CH:18]=[CH:19][C:14]([CH3:24])=[CH:15][CH:16]=1)([OH:2])(=[O:22])=[O:21].[CH3:1][O:2][CH3:3], predict the reactants needed to synthesize it. The reactants are: [CH3:1][O:2][CH2:3]COCCOCCO.[OH-].[K+].[C:14]1([CH3:24])[CH:19]=[CH:18][C:17]([S:20](Cl)(=[O:22])=[O:21])=[CH:16][CH:15]=1. (4) Given the product [CH:1]1([CH:7]([NH:23][C:24]2[CH:25]=[CH:26][C:27]([C:30]([N:32]([CH3:40])[CH2:33][CH2:34][C:35]([OH:37])=[O:36])=[O:31])=[CH:28][CH:29]=2)[C:9]2[C:10]([CH2:20][O:21][CH3:22])=[N:11][N:12]([C:14]3[CH:19]=[CH:18][CH:17]=[CH:16][CH:15]=3)[CH:13]=2)[CH2:6][CH2:5][CH2:4][CH2:3][CH2:2]1, predict the reactants needed to synthesize it. The reactants are: [CH:1]1([CH:7]([C:9]2[C:10]([CH2:20][O:21][CH3:22])=[N:11][N:12]([C:14]3[CH:19]=[CH:18][CH:17]=[CH:16][CH:15]=3)[CH:13]=2)O)[CH2:6][CH2:5][CH2:4][CH2:3][CH2:2]1.[NH2:23][C:24]1[CH:29]=[CH:28][C:27]([C:30]([N:32]([CH3:40])[CH2:33][CH2:34][C:35]([O:37]CC)=[O:36])=[O:31])=[CH:26][CH:25]=1.